From a dataset of Full USPTO retrosynthesis dataset with 1.9M reactions from patents (1976-2016). Predict the reactants needed to synthesize the given product. Given the product [Cl:1][C:2]1[N:3]=[CH:4][CH:5]=[C:6]2[C:10]([I:11])=[CH:9][N:8]([C:19]([O:18][C:15]([CH3:17])([CH3:16])[CH3:14])=[O:20])[C:7]=12, predict the reactants needed to synthesize it. The reactants are: [Cl:1][C:2]1[N:3]=[CH:4][CH:5]=[C:6]2[C:10]([I:11])=[CH:9][NH:8][C:7]=12.[H-].[Na+].[CH3:14][C:15]([O:18][C:19](O[C:19]([O:18][C:15]([CH3:17])([CH3:16])[CH3:14])=[O:20])=[O:20])([CH3:17])[CH3:16].CCOC(C)=O.